From a dataset of Reaction yield outcomes from USPTO patents with 853,638 reactions. Predict the reaction yield, written as a fraction of the theoretical maximum amount of product (1.0 means a 100% yield; for example, 0.34 means a 34% yield). The reactants are [Cl:1][C:2]1[CH:3]=[C:4]([NH:16][C:17]2[C:26]3[C:25]([OH:27])=[CH:24][CH:23]=[CH:22][C:21]=3[N:20]=[CH:19][N:18]=2)[CH:5]=[CH:6][C:7]=1[O:8][CH2:9][C:10]1[CH:15]=[CH:14][CH:13]=[CH:12][N:11]=1.C(=O)([O-])[O-].[K+].[K+].Br[CH2:35][C:36]([NH2:38])=[O:37]. The catalyst is CC(N(C)C)=O. The product is [Cl:1][C:2]1[CH:3]=[C:4]([NH:16][C:17]2[C:26]3[C:21](=[CH:22][CH:23]=[CH:24][C:25]=3[O:27][CH2:35][C:36]([NH2:38])=[O:37])[N:20]=[CH:19][N:18]=2)[CH:5]=[CH:6][C:7]=1[O:8][CH2:9][C:10]1[CH:15]=[CH:14][CH:13]=[CH:12][N:11]=1. The yield is 0.130.